From a dataset of Full USPTO retrosynthesis dataset with 1.9M reactions from patents (1976-2016). Predict the reactants needed to synthesize the given product. (1) Given the product [CH3:6][N:4]([CH3:5])/[CH:3]=[CH:27]/[C:26]([C:11]1[CH:12]=[C:13]([C:16]2[CH:21]=[CH:20][C:19]([C:22]([F:23])([F:24])[F:25])=[CH:18][CH:17]=2)[CH:14]=[CH:15][C:10]=1[OH:9])=[O:28], predict the reactants needed to synthesize it. The reactants are: CO[CH:3](OC)[N:4]([CH3:6])[CH3:5].[OH:9][C:10]1[CH:15]=[CH:14][C:13]([C:16]2[CH:21]=[CH:20][C:19]([C:22]([F:25])([F:24])[F:23])=[CH:18][CH:17]=2)=[CH:12][C:11]=1[C:26](=[O:28])[CH3:27]. (2) Given the product [Cl:18][C:17]1[C:12]([NH:11][C:6]2[CH:7]=[CH:8][CH:9]=[CH:10][C:5]=2[C:4]([NH:43][CH2:42][CH2:41][N:36]2[CH2:40][CH2:39][CH2:38][CH2:37]2)=[O:3])=[N:13][C:14]([NH:19][C:20]2[CH:21]=[CH:22][C:23]3[CH2:24][CH2:25][N:26]([CH2:29][CH2:30][O:31][CH3:32])[CH2:27][CH2:28][C:33]=3[CH:34]=2)=[N:15][CH:16]=1, predict the reactants needed to synthesize it. The reactants are: C([O:3][C:4](=O)[C:5]1[CH:10]=[CH:9][CH:8]=[CH:7][C:6]=1[NH:11][C:12]1[C:17]([Cl:18])=[CH:16][N:15]=[C:14]([NH:19][C:20]2[CH:34]=[CH:33][C:23]3[CH2:24][CH2:25][N:26]([CH2:29][CH2:30][O:31][CH3:32])[CH2:27][CH2:28][C:22]=3[CH:21]=2)[N:13]=1)C.[N:36]1([CH2:41][CH2:42][NH2:43])[CH2:40][CH2:39][CH2:38][CH2:37]1. (3) Given the product [C@H:7]1([N:6]2[CH:2]=[N:3][C:4]([C:16]([NH2:18])=[O:17])=[N:5]2)[O:11][C@@H:10]([CH2:12][OH:13])[C@H:9]([OH:14])[C@@H:8]1[OH:15], predict the reactants needed to synthesize it. The reactants are: O.[CH:2]1[N:6]([C@@H:7]2[O:11][C@H:10]([CH2:12][OH:13])[C@@H:9]([OH:14])[C@H:8]2[OH:15])[N:5]=[C:4]([C:16]([NH2:18])=[O:17])[N:3]=1. (4) The reactants are: [C:1]([O:5][C:6]([N:8]([CH2:20][C:21]1[CH:29]=[CH:28][C:24]([C:25](O)=[O:26])=[CH:23][CH:22]=1)[CH2:9][C:10]1[CH:15]=[CH:14][C:13]([C:16]([O:18][CH3:19])=[O:17])=[CH:12][CH:11]=1)=[O:7])([CH3:4])([CH3:3])[CH3:2].CNCCN1CCC([N:40]([C:44]2[CH:49]=[CH:48][CH:47]=[CH:46][C:45]=2[C:50]2[CH:55]=[CH:54][CH:53]=[CH:52][CH:51]=2)[C:41](=[O:43])[O-:42])CC1.[CH2:56]([N:58]([CH2:61][CH3:62])[CH2:59][CH3:60])[CH3:57].Cl.[CH2:64]([N:66]=C=NCCCN(C)C)C.Cl[CH2:76]Cl. Given the product [C:45]1([C:50]2[CH:51]=[CH:52][CH:53]=[CH:54][CH:55]=2)[CH:46]=[CH:47][CH:48]=[CH:49][C:44]=1[NH:40][C:41]([O:42][CH:76]1[CH2:60][CH2:59][N:58]([CH2:61][CH2:62][N:66]([CH3:64])[C:25]([C:24]2[CH:23]=[CH:22][C:21]([CH2:20][N:8]([CH2:9][C:10]3[CH:15]=[CH:14][C:13]([C:16]([O:18][CH3:19])=[O:17])=[CH:12][CH:11]=3)[C:6]([O:5][C:1]([CH3:4])([CH3:3])[CH3:2])=[O:7])=[CH:29][CH:28]=2)=[O:26])[CH2:56][CH2:57]1)=[O:43], predict the reactants needed to synthesize it. (5) The reactants are: [C:1]([C:5]1[CH:10]=[CH:9][CH:8]=[CH:7][C:6]=1[CH2:11][CH2:12][OH:13])([CH3:4])([CH3:3])[CH3:2].[C:14]1([CH3:24])[CH:19]=[CH:18][C:17]([S:20](Cl)(=[O:22])=[O:21])=[CH:16][CH:15]=1. Given the product [CH3:24][C:14]1[CH:19]=[CH:18][C:17]([S:20]([O:13][CH2:12][CH2:11][C:6]2[CH:7]=[CH:8][CH:9]=[CH:10][C:5]=2[C:1]([CH3:4])([CH3:2])[CH3:3])(=[O:22])=[O:21])=[CH:16][CH:15]=1, predict the reactants needed to synthesize it. (6) Given the product [CH3:15][O:17][C:18]1[C:23]2[CH:24]([NH:27][C:2]3[CH:11]=[CH:10][C:9]4[C:4](=[CH:5][CH:6]=[C:7]([N+:12]([O-:14])=[O:13])[CH:8]=4)[N:3]=3)[CH2:25][O:26][C:22]=2[CH:21]=[CH:20][CH:19]=1, predict the reactants needed to synthesize it. The reactants are: Cl[C:2]1[CH:11]=[CH:10][C:9]2[C:4](=[CH:5][CH:6]=[C:7]([N+:12]([O-:14])=[O:13])[CH:8]=2)[N:3]=1.[CH2:15]([O:17][C:18]1[C:23]2[CH:24]([NH2:27])[CH2:25][O:26][C:22]=2[CH:21]=[CH:20][CH:19]=1)C.C(N(C(C)C)C(C)C)C. (7) The reactants are: [CH3:1][O:2][C:3]([NH:5][C@H:6]([C:20]([NH:22][CH2:23][CH2:24][C:25]([F:47])([F:46])[CH2:26][C@@H:27]([C:41]([O:43][CH2:44][CH3:45])=[O:42])[NH:28][S:29]([C:32]1[CH:37]=[CH:36][C:35]([N+:38]([O-:40])=[O:39])=[CH:34][CH:33]=1)(=[O:31])=[O:30])=[O:21])[CH:7]([C:14]1[CH:19]=[CH:18][CH:17]=[CH:16][CH:15]=1)[C:8]1[CH:13]=[CH:12][CH:11]=[CH:10][CH:9]=1)=[O:4].[CH3:48][CH:49](O)[CH3:50].C1C=CC(P(C2C=CC=CC=2)C2C=CC=CC=2)=CC=1.N(C(OC(C)C)=O)=NC(OC(C)C)=O. Given the product [CH3:1][O:2][C:3]([NH:5][C@H:6]([C:20]([NH:22][CH2:23][CH2:24][C:25]([F:47])([F:46])[CH2:26][C@@H:27]([C:41]([O:43][CH2:44][CH3:45])=[O:42])[N:28]([S:29]([C:32]1[CH:37]=[CH:36][C:35]([N+:38]([O-:40])=[O:39])=[CH:34][CH:33]=1)(=[O:30])=[O:31])[CH:49]([CH3:50])[CH3:48])=[O:21])[CH:7]([C:14]1[CH:19]=[CH:18][CH:17]=[CH:16][CH:15]=1)[C:8]1[CH:9]=[CH:10][CH:11]=[CH:12][CH:13]=1)=[O:4], predict the reactants needed to synthesize it. (8) Given the product [Cl:38][CH:39]([Cl:43])[C:40]([N:20]([C:18]1[CH:17]=[CH:16][N:15]=[C:14]([C:12]2[O:11][N:10]=[C:9]([C:3]3[C:2]([Cl:1])=[CH:7][CH:6]=[CH:5][C:4]=3[Cl:8])[CH:13]=2)[CH:19]=1)[CH2:21][CH2:22][C:23]([N:25]1[CH2:30][CH2:29][O:28][CH2:27][CH2:26]1)=[O:24])=[O:41], predict the reactants needed to synthesize it. The reactants are: [Cl:1][C:2]1[CH:7]=[CH:6][CH:5]=[C:4]([Cl:8])[C:3]=1[C:9]1[CH:13]=[C:12]([C:14]2[CH:19]=[C:18]([NH:20][CH2:21][CH2:22][C:23]([N:25]3[CH2:30][CH2:29][O:28][CH2:27][CH2:26]3)=[O:24])[CH:17]=[CH:16][N:15]=2)[O:11][N:10]=1.C(N(CC)CC)C.[Cl:38][CH:39]([Cl:43])[C:40](Cl)=[O:41].